Dataset: Full USPTO retrosynthesis dataset with 1.9M reactions from patents (1976-2016). Task: Predict the reactants needed to synthesize the given product. (1) Given the product [ClH:2].[Cl-:1].[CH3:10][C:7]1[N:8]=[CH:9][C:4]([CH2:3][P+:17]([C:18]2[CH:19]=[CH:20][CH:21]=[CH:22][CH:23]=2)([C:24]2[CH:29]=[CH:28][CH:27]=[CH:26][CH:25]=2)[C:11]2[CH:12]=[CH:13][CH:14]=[CH:15][CH:16]=2)=[CH:5][CH:6]=1, predict the reactants needed to synthesize it. The reactants are: [ClH:1].[Cl:2][CH2:3][C:4]1[CH:5]=[CH:6][C:7]([CH3:10])=[N:8][CH:9]=1.[C:11]1([P:17]([C:24]2[CH:29]=[CH:28][CH:27]=[CH:26][CH:25]=2)[C:18]2[CH:23]=[CH:22][CH:21]=[CH:20][CH:19]=2)[CH:16]=[CH:15][CH:14]=[CH:13][CH:12]=1. (2) Given the product [C:10]([C:9]1[CH:8]=[CH:7][C:6]([CH2:14][CH2:15][O:16][C:17]2[CH:18]=[CH:19][C:20]3[N:24]=[C:23]([CH2:25][O:26][C:27]4[CH:40]=[CH:39][C:30]([CH2:31][CH:32]5[S:36][C:35](=[O:37])[NH:34][C:33]5=[O:38])=[CH:29][CH:28]=4)[N:22]([CH3:41])[C:21]=3[CH:42]=2)=[CH:5][C:4]=1[NH:3][C:52]([NH:51][C:48]1[CH:47]=[CH:46][C:45]([C:44]([F:43])([F:54])[F:55])=[CH:50][CH:49]=1)=[O:53])([CH3:13])([CH3:12])[CH3:11], predict the reactants needed to synthesize it. The reactants are: Cl.Cl.[NH2:3][C:4]1[CH:5]=[C:6]([CH2:14][CH2:15][O:16][C:17]2[CH:18]=[CH:19][C:20]3[N:24]=[C:23]([CH2:25][O:26][C:27]4[CH:40]=[CH:39][C:30]([CH2:31][CH:32]5[S:36][C:35](=[O:37])[NH:34][C:33]5=[O:38])=[CH:29][CH:28]=4)[N:22]([CH3:41])[C:21]=3[CH:42]=2)[CH:7]=[CH:8][C:9]=1[C:10]([CH3:13])([CH3:12])[CH3:11].[F:43][C:44]([F:55])([F:54])[C:45]1[CH:50]=[CH:49][C:48]([N:51]=[C:52]=[O:53])=[CH:47][CH:46]=1.C(N(CC)CC)C. (3) Given the product [NH2:46][C:47]1[N:48]=[CH:49][C:50]([NH:53][C:10]([C:9]2[CH:13]=[C:5]([CH:6]=[CH:7][C:8]=2[CH3:14])[C:3]([O:2][CH3:1])=[O:4])=[O:12])=[CH:51][CH:52]=1, predict the reactants needed to synthesize it. The reactants are: [CH3:1][O:2][C:3]([C:5]1[CH:6]=[CH:7][C:8]([CH3:14])=[C:9]([CH:13]=1)[C:10]([OH:12])=O)=[O:4].CCN(C(C)C)C(C)C.C1C=CC2N(O)N=NC=2C=1.Cl.CN(C)CCCN=C=NCC.[NH2:46][C:47]1[CH:52]=[CH:51][C:50]([NH2:53])=[CH:49][N:48]=1.